Dataset: Peptide-MHC class II binding affinity with 134,281 pairs from IEDB. Task: Regression. Given a peptide amino acid sequence and an MHC pseudo amino acid sequence, predict their binding affinity value. This is MHC class II binding data. (1) The peptide sequence is IKRIHEYKRQLMNIL. The binding affinity (normalized) is 0.429. The MHC is DRB1_0101 with pseudo-sequence DRB1_0101. (2) The peptide sequence is IQHVSVNNLNVGRSPEEILR. The MHC is DRB1_0301 with pseudo-sequence DRB1_0301. The binding affinity (normalized) is 0.